From a dataset of Forward reaction prediction with 1.9M reactions from USPTO patents (1976-2016). Predict the product of the given reaction. Given the reactants [NH2:1][CH2:2][C:3]1[CH:4]=[C:5]([N:9]2[C:17]([CH3:19])([CH3:18])[C:16]3[C:11](=[CH:12][CH:13]=[C:14]([Cl:20])[CH:15]=3)[C:10]2=[O:21])[CH:6]=[N:7][CH:8]=1.CCN(CC)CC.[CH3:29][C:30]1[C:31]([C:36](O)=[O:37])=[N:32][CH:33]=[CH:34][CH:35]=1.CN(C(ON1N=NC2C=CC=NC1=2)=[N+](C)C)C.F[P-](F)(F)(F)(F)F, predict the reaction product. The product is: [Cl:20][C:14]1[CH:15]=[C:16]2[C:11]([C:10](=[O:21])[N:9]([C:5]3[CH:4]=[C:3]([CH2:2][NH:1][C:36]([C:31]4[C:30]([CH3:29])=[CH:35][CH:34]=[CH:33][N:32]=4)=[O:37])[CH:8]=[N:7][CH:6]=3)[C:17]2([CH3:18])[CH3:19])=[CH:12][CH:13]=1.